From a dataset of Forward reaction prediction with 1.9M reactions from USPTO patents (1976-2016). Predict the product of the given reaction. (1) Given the reactants [OH:1][C:2]1[C:7]([NH:8]/[N:9]=[C:10]2/[C:11]([CH3:26])=[N:12][N:13]([C:16]3[CH:25]=[CH:24][C:23]4[CH2:22][CH2:21][CH2:20][CH2:19][C:18]=4[CH:17]=3)[C:14]/2=[O:15])=[CH:6][CH:5]=[CH:4][C:3]=1[C:27]1[O:31][C:30]([C:32]([OH:34])=[O:33])=[CH:29][CH:28]=1.[OH-].[OH:36][CH2:37][CH2:38][N+:39]([CH3:42])([CH3:41])[CH3:40].CO, predict the reaction product. The product is: [OH:36][CH2:37][CH2:38][N+:39]([CH3:42])([CH3:41])[CH3:40].[OH:36][CH2:37][CH2:38][N+:39]([CH3:42])([CH3:41])[CH3:40].[OH:1][C:2]1[C:7]([NH:8]/[N:9]=[C:10]2/[C:11]([CH3:26])=[N:12][N:13]([C:16]3[CH:25]=[CH:24][C:23]4[CH2:22][CH2:21][CH2:20][CH2:19][C:18]=4[CH:17]=3)[C:14]/2=[O:15])=[CH:6][CH:5]=[CH:4][C:3]=1[C:27]1[O:31][C:30]([C:32]([OH:34])=[O:33])=[CH:29][CH:28]=1. (2) Given the reactants [CH3:1][C:2]1([CH3:12])[CH2:11][NH:10][C@@H:9]2[C@@H:4]([CH2:5][CH2:6][CH2:7][CH2:8]2)[NH:3]1.BrC1C=C2C(=CC=1)N(C)C(C#N)=C2.P(C(C)(C)C)(C(C)(C)C)C(C)(C)C.[H+].[B-](F)(F)(F)F.CC([O-])(C)C.[Na+].[O-]S([O-])(=O)=O.[Mg+2], predict the reaction product. The product is: [CH3:1][C:2]1([CH3:12])[NH:3][CH:4]2[CH:9]([CH2:8][CH2:7][CH2:6][CH2:5]2)[NH:10][CH2:11]1. (3) Given the reactants [CH3:1][C:2]1[C:10]([CH3:12])([CH3:11])[C:9]2[C:4](=[CH:5][CH:6]=[C:7]([S:13]([O-:16])(=[O:15])=[O:14])[CH:8]=2)[N+:3]=1[CH2:17][CH2:18][CH2:19][S:20]([O-:23])(=[O:22])=[O:21].[Na+:24].[CH2:25]1COS(=O)(=O)CC1, predict the reaction product. The product is: [CH3:1][C:2]1[C:10]([CH3:11])([CH3:12])[C:9]2[C:4](=[CH:5][CH:6]=[C:7]([S:13]([O-:16])(=[O:15])=[O:14])[CH:8]=2)[N+:3]=1[CH2:17][CH2:18][CH:19]([S:20]([O-:23])(=[O:22])=[O:21])[CH3:25].[Na+:24]. (4) The product is: [N:8]1([C@@H:5]2[CH2:6][CH2:7][C:3]([C:1]#[N:2])=[CH:4]2)[CH2:13][CH2:12][NH:11][CH2:10][CH2:9]1. Given the reactants [C:1]([C:3]1[CH2:7][CH2:6][C@@H:5]([N:8]2[CH2:13][CH2:12][N:11](C(OC(C)(C)C)=O)[CH2:10][CH2:9]2)[CH:4]=1)#[N:2].O1CCOCC1.Cl, predict the reaction product. (5) Given the reactants [NH:1]1[CH2:6][CH2:5][O:4][CH2:3][CH2:2]1.[Cl:7][C:8]1[N:9]=[N:10][C:11](Cl)=[CH:12][CH:13]=1, predict the reaction product. The product is: [Cl:7][C:8]1[N:9]=[N:10][C:11]([N:1]2[CH2:6][CH2:5][O:4][CH2:3][CH2:2]2)=[CH:12][CH:13]=1.